This data is from Full USPTO retrosynthesis dataset with 1.9M reactions from patents (1976-2016). The task is: Predict the reactants needed to synthesize the given product. Given the product [CH2:16]([O:23][C:7]1[C:2]([F:1])=[C:3]([CH2:12][C:13](=[O:15])[CH3:14])[C:4]([N+:9]([O-:11])=[O:10])=[CH:5][CH:6]=1)[C:17]1[CH:22]=[CH:21][CH:20]=[CH:19][CH:18]=1, predict the reactants needed to synthesize it. The reactants are: [F:1][C:2]1[C:7](F)=[CH:6][CH:5]=[C:4]([N+:9]([O-:11])=[O:10])[C:3]=1[CH2:12][C:13](=[O:15])[CH3:14].[CH2:16]([OH:23])[C:17]1[CH:22]=[CH:21][CH:20]=[CH:19][CH:18]=1.O[Li].O.Cl.